Dataset: Forward reaction prediction with 1.9M reactions from USPTO patents (1976-2016). Task: Predict the product of the given reaction. (1) Given the reactants C(B(O)O)C(C)C.[C:8]1([C:57]2[CH:62]=[CH:61][CH:60]=[CH:59][CH:58]=2)[CH:13]=[CH:12][CH:11]=[C:10]([NH:14][C@@H:15]([CH2:44][C:45]2[CH:50]=[C:49]([O:51][CH3:52])[C:48]([O:53][CH3:54])=[C:47]([O:55][CH3:56])[CH:46]=2)[C:16]([NH:18][C@@H:19]([CH:41]([CH3:43])[CH3:42])[C:20]([NH:22][C@H:23]([B:28]2[O:36][C@H]3[C@](C)([C@H]4C[C@@H](C3)C4(C)C)[O:29]2)[CH2:24][CH:25]([CH3:27])[CH3:26])=[O:21])=[O:17])[CH:9]=1.Cl, predict the reaction product. The product is: [C:8]1([C:57]2[CH:58]=[CH:59][CH:60]=[CH:61][CH:62]=2)[CH:13]=[CH:12][CH:11]=[C:10]([NH:14][C@@H:15]([CH2:44][C:45]2[CH:46]=[C:47]([O:55][CH3:56])[C:48]([O:53][CH3:54])=[C:49]([O:51][CH3:52])[CH:50]=2)[C:16]([NH:18][C@@H:19]([CH:41]([CH3:43])[CH3:42])[C:20]([NH:22][C@H:23]([B:28]([OH:36])[OH:29])[CH2:24][CH:25]([CH3:27])[CH3:26])=[O:21])=[O:17])[CH:9]=1. (2) The product is: [CH3:8][C:9]([NH:16][C:17]1[N:3]2[CH:4]=[CH:5][CH:6]=[CH:7][C:2]2=[N:1][C:23]=1[C:22]1[CH:25]=[C:26]([O:30][CH3:31])[C:27]([O:28][CH3:29])=[C:20]([O:19][CH3:18])[CH:21]=1)([CH3:15])[CH2:10][C:11]([CH3:14])([CH3:13])[CH3:12]. Given the reactants [NH2:1][C:2]1[CH:7]=[CH:6][CH:5]=[CH:4][N:3]=1.[CH3:8][C:9]([N+:16]#[C-:17])([CH3:15])[CH2:10][C:11]([CH3:14])([CH3:13])[CH3:12].[CH3:18][O:19][C:20]1[CH:21]=[C:22]([CH:25]=[C:26]([O:30][CH3:31])[C:27]=1[O:28][CH3:29])[CH:23]=O, predict the reaction product. (3) Given the reactants [C:1]([C:9]1[CH:10]=[N:11][C:12]2[C:17]([C:18]=1[C:19]1[CH:20]=[C:21]([CH:24]=[CH:25][CH:26]=1)[CH:22]=O)=[CH:16][CH:15]=[CH:14][C:13]=2[C:27]([F:30])([F:29])[F:28])(=[O:8])[C:2]1[CH:7]=[CH:6][CH:5]=[CH:4][CH:3]=1.C([O:33][C:34](=[O:43])[C:35]1[CH:40]=[CH:39][C:38]([CH2:41][NH2:42])=[CH:37][CH:36]=1)C, predict the reaction product. The product is: [C:1]([C:9]1[CH:10]=[N:11][C:12]2[C:17]([C:18]=1[C:19]1[CH:20]=[C:21]([CH:24]=[CH:25][CH:26]=1)[CH2:22][NH:42][CH2:41][C:38]1[CH:37]=[CH:36][C:35]([C:34]([OH:33])=[O:43])=[CH:40][CH:39]=1)=[CH:16][CH:15]=[CH:14][C:13]=2[C:27]([F:30])([F:29])[F:28])(=[O:8])[C:2]1[CH:3]=[CH:4][CH:5]=[CH:6][CH:7]=1. (4) Given the reactants [NH:1]1[CH2:4][CH:3]([C:5]2[CH:6]=[CH:7][C:8]([NH:11][C:12]3[C:13](=[O:20])[N:14]([CH3:19])[CH:15]=[C:16](Br)[CH:17]=3)=[N:9][CH:10]=2)[CH2:2]1.[C:21]([O:24][CH2:25][C:26]1[C:31](B2OC(C)(C)C(C)(C)O2)=[CH:30][CH:29]=[CH:28][C:27]=1[N:41]1[CH2:53][CH2:52][N:44]2[C:45]3[CH2:46][CH2:47][CH2:48][CH2:49][C:50]=3[CH:51]=[C:43]2[C:42]1=[O:54])(=[O:23])[CH3:22].O1CCOCC1, predict the reaction product. The product is: [C:21]([O:24][CH2:25][C:26]1[C:27]([N:41]2[CH2:53][CH2:52][N:44]3[C:45]4[CH2:46][CH2:47][CH2:48][CH2:49][C:50]=4[CH:51]=[C:43]3[C:42]2=[O:54])=[CH:28][CH:29]=[CH:30][C:31]=1[C:16]1[CH:17]=[C:12]([NH:11][C:8]2[CH:7]=[CH:6][C:5]([CH:3]3[CH2:4][NH:1][CH2:2]3)=[CH:10][N:9]=2)[C:13](=[O:20])[N:14]([CH3:19])[CH:15]=1)(=[O:23])[CH3:22].